From a dataset of Full USPTO retrosynthesis dataset with 1.9M reactions from patents (1976-2016). Predict the reactants needed to synthesize the given product. (1) Given the product [F:1][C:2]1[CH:31]=[CH:30][CH:29]=[CH:28][C:3]=1[CH2:4][N:5]1[C:9]2=[N:10][CH:11]=[CH:12][CH:13]=[C:8]2[C:7]([C:14]2[N:22]=[C:21]3[C:17]([N:18]([CH:24]([CH3:26])[CH3:25])[C:19](=[O:23])[NH:20]3)=[CH:16][N:15]=2)=[N:6]1, predict the reactants needed to synthesize it. The reactants are: [F:1][C:2]1[CH:31]=[CH:30][CH:29]=[CH:28][C:3]=1[CH2:4][N:5]1[C:9]2=[N:10][CH:11]=[CH:12][CH:13]=[C:8]2[C:7]([C:14]2[N:22]=[C:21]3[C:17]([N:18]([CH:24]([CH3:26])[CH3:25])[C:19](=[O:23])[NH:20]3)=[C:16](I)[N:15]=2)=[N:6]1.[H][H]. (2) Given the product [C:1]([O:5][C:6]([NH:8][C@H:9]([C:23]([O:25][CH3:26])=[O:24])[CH2:10][C:11]1[CH:12]=[CH:13][C:14]([CH2:17][CH2:18][CH2:19][C:20](=[O:22])[CH3:21])=[CH:15][CH:16]=1)=[O:7])([CH3:4])([CH3:2])[CH3:3], predict the reactants needed to synthesize it. The reactants are: [C:1]([O:5][C:6]([NH:8][C@H:9]([C:23]([O:25][CH3:26])=[O:24])[CH2:10][C:11]1[CH:16]=[CH:15][C:14]([CH2:17][CH2:18][CH2:19][CH:20]([OH:22])[CH3:21])=[CH:13][CH:12]=1)=[O:7])([CH3:4])([CH3:3])[CH3:2].[Cr](O[Cr]([O-])(=O)=O)([O-])(=O)=O.[NH+]1C=CC=CC=1.[NH+]1C=CC=CC=1. (3) Given the product [CH2:1]([O:8][C:9](=[O:10])[NH:11][C:12]1[CH:17]=[CH:16][C:15]([C:38]2[CH2:39][CH2:40][CH:35]([O:34][Si:33]([C:29]([CH3:32])([CH3:31])[CH3:30])([CH3:49])[CH3:50])[CH2:36][CH:37]=2)=[CH:14][CH:13]=1)[C:2]1[CH:7]=[CH:6][CH:5]=[CH:4][CH:3]=1, predict the reactants needed to synthesize it. The reactants are: [CH2:1]([O:8][C:9]([NH:11][C:12]1[CH:17]=[CH:16][C:15](B(O)O)=[CH:14][CH:13]=1)=[O:10])[C:2]1[CH:7]=[CH:6][CH:5]=[CH:4][CH:3]=1.[Li+].[Cl-].C([O-])([O-])=O.[Na+].[Na+].[C:29]([Si:33]([CH3:50])([CH3:49])[O:34][CH:35]1[CH2:40][CH2:39][C:38](OS(C(F)(F)F)(=O)=O)=[CH:37][CH2:36]1)([CH3:32])([CH3:31])[CH3:30].